Task: Predict the reactants needed to synthesize the given product.. Dataset: Full USPTO retrosynthesis dataset with 1.9M reactions from patents (1976-2016) (1) Given the product [CH:1]1([N:6]2[C:15]3[N:14]=[C:13]([NH:16][C:17]4[CH:22]=[CH:21][C:20]([C:23]([NH:24][CH3:25])=[O:26])=[CH:19][C:18]=4[O:27][CH3:28])[N:12]=[CH:11][C:10]=3[N:9]3[CH:29]=[N:30][CH:31]=[C:8]3[C@H:7]2[CH2:38][CH3:39])[CH2:5][CH2:4][CH2:3][CH2:2]1, predict the reactants needed to synthesize it. The reactants are: [CH:1]1([N:6]2[C:15]3[N:14]=[C:13]([NH:16][C:17]4[CH:22]=[CH:21][C:20]([C:23](=[O:26])[NH:24][CH3:25])=[CH:19][C:18]=4[O:27][CH3:28])[N:12]=[CH:11][C:10]=3[N:9]3[CH:29]=[N:30][C:31](C(OCC=C)=O)=[C:8]3[C@H:7]2[CH2:38][CH3:39])[CH2:5][CH2:4][CH2:3][CH2:2]1.O. (2) Given the product [F:37][C:34]([F:35])([F:36])[C:31]1[CH:32]=[CH:33][C:28](/[CH:27]=[CH:26]/[C:23]2[O:24][CH:25]=[C:21]([CH2:20][O:16][C:13]3[CH:12]=[CH:11][C:10]([CH2:9][CH2:8][CH2:7][CH2:6][N:1]4[CH:5]=[CH:4][N:3]=[N:2]4)=[CH:15][CH:14]=3)[N:22]=2)=[CH:29][CH:30]=1, predict the reactants needed to synthesize it. The reactants are: [N:1]1([CH2:6][CH2:7][CH2:8][CH2:9][C:10]2[CH:15]=[CH:14][C:13]([OH:16])=[CH:12][CH:11]=2)[CH:5]=[CH:4][N:3]=[N:2]1.[H-].[Na+].Cl[CH2:20][C:21]1[N:22]=[C:23](/[CH:26]=[CH:27]/[C:28]2[CH:33]=[CH:32][C:31]([C:34]([F:37])([F:36])[F:35])=[CH:30][CH:29]=2)[O:24][CH:25]=1. (3) Given the product [C:8]([O:7][C@@H:6]1[C@@H:11]([O:12][C:13](=[O:15])[CH3:14])[C@H:16]([O:17][C:18](=[O:20])[CH3:19])[C@@H:21]([CH2:23][O:24][C:25](=[O:27])[CH3:26])[S:22][CH:5]1[OH:4])(=[O:10])[CH3:9], predict the reactants needed to synthesize it. The reactants are: C([O:4][CH:5]1[S:22][C@H:21]([CH2:23][O:24][C:25](=[O:27])[CH3:26])[C@@H:16]([O:17][C:18](=[O:20])[CH3:19])[C@H:11]([O:12][C:13](=[O:15])[CH3:14])[C@H:6]1[O:7][C:8](=[O:10])[CH3:9])(=O)C.C(O)(=O)C.Cl. (4) Given the product [CH:1]([O:4][CH2:5][CH2:6][NH:7][C:22]([C:21]1[CH:25]=[CH:26][N:27]=[CH:28][C:20]=1[NH:19][C:17]([C:15]1[C:14]([NH:29][C:30]2[CH:35]=[N:34][CH:33]=[N:32][CH:31]=2)=[N:13][CH:12]=[C:11]([CH:8]2[CH2:10][CH2:9]2)[N:16]=1)=[O:18])=[O:23])([CH3:3])[CH3:2], predict the reactants needed to synthesize it. The reactants are: [CH:1]([O:4][CH2:5][CH2:6][NH2:7])([CH3:3])[CH3:2].[CH:8]1([C:11]2[N:16]=[C:15]([C:17]([NH:19][C:20]3[CH:28]=[N:27][CH:26]=[CH:25][C:21]=3[C:22](O)=[O:23])=[O:18])[C:14]([NH:29][C:30]3[CH:31]=[N:32][CH:33]=[N:34][CH:35]=3)=[N:13][CH:12]=2)[CH2:10][CH2:9]1.CN1CCOCC1.CN(C(ON1N=NC2C=CC=NC1=2)=[N+](C)C)C.F[P-](F)(F)(F)(F)F.